From a dataset of Reaction yield outcomes from USPTO patents with 853,638 reactions. Predict the reaction yield, written as a fraction of the theoretical maximum amount of product (1.0 means a 100% yield; for example, 0.34 means a 34% yield). The reactants are [CH3:1][C:2]1[O:6][N:5]=[C:4]([C:7]2[CH:12]=[CH:11][CH:10]=[CH:9][CH:8]=2)[C:3]=1[CH2:13][O:14][C:15]1[CH:23]=[CH:22][C:18]([C:19]([OH:21])=O)=[CH:17][N:16]=1.[CH2:24]([O:31][CH:32]1[CH2:35][CH:34]([NH2:36])[CH2:33]1)[C:25]1[CH:30]=[CH:29][CH:28]=[CH:27][CH:26]=1. No catalyst specified. The product is [CH2:24]([O:31][CH:32]1[CH2:35][CH:34]([NH:36][C:19](=[O:21])[C:18]2[CH:22]=[CH:23][C:15]([O:14][CH2:13][C:3]3[C:4]([C:7]4[CH:8]=[CH:9][CH:10]=[CH:11][CH:12]=4)=[N:5][O:6][C:2]=3[CH3:1])=[N:16][CH:17]=2)[CH2:33]1)[C:25]1[CH:30]=[CH:29][CH:28]=[CH:27][CH:26]=1. The yield is 0.430.